From a dataset of Reaction yield outcomes from USPTO patents with 853,638 reactions. Predict the reaction yield, written as a fraction of the theoretical maximum amount of product (1.0 means a 100% yield; for example, 0.34 means a 34% yield). (1) The reactants are [C:1]1([C:7]2[CH:8]=[C:9]([C:16]3[O:20][N:19]=[C:18]([C:21]4[CH:22]=[C:23]([CH2:26][N:27]5[CH2:30][CH:29]([C:31]([O:33]CC)=[O:32])[CH2:28]5)[O:24][CH:25]=4)[N:17]=3)[S:10][C:11]=2[C:12]([F:15])([F:14])[F:13])[CH:6]=[CH:5][CH:4]=[CH:3][CH:2]=1.O.[OH-].[Li+].C(O)(=O)C.C(O)(=O)C(O)=O. The catalyst is CO.O.O1CCCC1. The product is [C:1]1([C:7]2[CH:8]=[C:9]([C:16]3[O:20][N:19]=[C:18]([C:21]4[CH:22]=[C:23]([CH2:26][N:27]5[CH2:30][CH:29]([C:31]([OH:33])=[O:32])[CH2:28]5)[O:24][CH:25]=4)[N:17]=3)[S:10][C:11]=2[C:12]([F:14])([F:13])[F:15])[CH:2]=[CH:3][CH:4]=[CH:5][CH:6]=1. The yield is 0.390. (2) The reactants are Br[CH2:2][C:3]([O:5][C:6]([CH3:9])([CH3:8])[CH3:7])=[O:4].[CH2:10]([O:17][C:18]([NH:20][C:21]1[C:22](=[O:28])[NH:23][C:24]([CH3:27])=[CH:25][CH:26]=1)=[O:19])[C:11]1[CH:16]=[CH:15][CH:14]=[CH:13][CH:12]=1.C([O-])([O-])=O.[Cs+].[Cs+]. The catalyst is CN(C)C=O. The product is [CH2:10]([O:17][C:18]([NH:20][C:21]1[C:22](=[O:28])[N:23]([CH2:2][C:3]([O:5][C:6]([CH3:9])([CH3:8])[CH3:7])=[O:4])[C:24]([CH3:27])=[CH:25][CH:26]=1)=[O:19])[C:11]1[CH:12]=[CH:13][CH:14]=[CH:15][CH:16]=1. The yield is 0.560. (3) The reactants are [CH2:1]([O:3][C:4]([CH:6]1[CH2:11][NH:10][C:9]2[CH:12]=[C:13]([Cl:16])[CH:14]=[CH:15][C:8]=2[O:7]1)=[O:5])[CH3:2].[I:17]I. The product is [CH2:1]([O:3][C:4]([CH:6]1[CH2:11][NH:10][C:9]2[CH:12]=[C:13]([Cl:16])[C:14]([I:17])=[CH:15][C:8]=2[O:7]1)=[O:5])[CH3:2]. The catalyst is C(O)(=O)C. The yield is 0.145. (4) The reactants are [Br:1][C:2]1[CH:3]=[N:4][CH:5]=[C:6]([CH:9]=1)[CH:7]=[O:8].[BH4-].[Na+]. The product is [Br:1][C:2]1[CH:9]=[C:6]([CH2:7][OH:8])[CH:5]=[N:4][CH:3]=1. The catalyst is CO. The yield is 0.900. (5) The reactants are [NH2:1][C:2]([CH:4]1[CH2:9][CH2:8][N:7]([C:10]([O:12][C:13]([CH3:16])([CH3:15])[CH3:14])=[O:11])[CH2:6][CH2:5]1)=[S:3].Br[CH2:18][C:19]([C:21]1[CH:26]=[CH:25][CH:24]=[CH:23][CH:22]=1)=O.C(=O)([O-])[O-].[K+].[K+].CN(C)C=O. The catalyst is O. The product is [C:21]1([C:19]2[N:1]=[C:2]([CH:4]3[CH2:9][CH2:8][N:7]([C:10]([O:12][C:13]([CH3:16])([CH3:15])[CH3:14])=[O:11])[CH2:6][CH2:5]3)[S:3][CH:18]=2)[CH:26]=[CH:25][CH:24]=[CH:23][CH:22]=1. The yield is 0.552.